From a dataset of Retrosynthesis with 50K atom-mapped reactions and 10 reaction types from USPTO. Predict the reactants needed to synthesize the given product. (1) The reactants are: CC(=O)OC(C)=O.Cc1ccc(CCN)cc1. Given the product CC(=O)NCCc1ccc(C)cc1, predict the reactants needed to synthesize it. (2) Given the product CCCN(Cc1ccc(OCc2nc(-c3ccccc3)oc2C)cc1)c1nc(-c2ccccc2)c(CCC(=O)O)s1, predict the reactants needed to synthesize it. The reactants are: CCCN(Cc1ccc(OCc2nc(-c3ccccc3)oc2C)cc1)c1nc(-c2ccccc2)c(CCC(=O)OC)s1. (3) Given the product O=C(O)/C=C/C(=O)O, predict the reactants needed to synthesize it. The reactants are: CN.COc1cc(C=O)ccc1Oc1cc(Cl)ccc1C#N. (4) Given the product CCOC(=O)c1ccc(CCN(C)CCCC(C#N)(C(=O)OC)c2ccc(OC)c(OC)c2)cc1, predict the reactants needed to synthesize it. The reactants are: CCOC(=O)c1ccc(CCNC)cc1.COC(=O)C(C#N)(CCCBr)c1ccc(OC)c(OC)c1. (5) Given the product Cn1cncc1S(=O)(=O)O, predict the reactants needed to synthesize it. The reactants are: Cn1cnc(Cl)c1S(=O)(=O)O. (6) Given the product CCCC1(CCC)OC(=O)N(CCC(C)(C)NCC(O)c2cc(O)cc3c2OCC(=O)N3)c2ccccc21, predict the reactants needed to synthesize it. The reactants are: CCCC1(CCC)OC(=O)N(CCC(C)(C)NCC(O)c2cc(OCc3ccccc3)cc3c2OCC(=O)N3)c2ccccc21. (7) The reactants are: CCOC(=O)Cl.N#CCCC1CCc2cc(N)ccc2O1. Given the product CCOC(=O)Nc1ccc2c(c1)CCC(CCC#N)O2, predict the reactants needed to synthesize it. (8) Given the product Cc1cc(C2=NOC(c3cc(Cl)cc(Cl)c3)(C(F)(F)F)C2)ccc1C(=O)Nc1ncc(Cl)cn1, predict the reactants needed to synthesize it. The reactants are: Cc1cc(C2=NOC(c3cc(Cl)cc(Cl)c3)(C(F)(F)F)C2)ccc1C(=O)Cl.Nc1ncc(Cl)cn1. (9) Given the product CC(C)(C)OC(=O)N1CCN(c2nccnc2Cl)CC1, predict the reactants needed to synthesize it. The reactants are: CC(C)(C)OC(=O)N1CCNCC1.Clc1nccnc1Cl.